This data is from Forward reaction prediction with 1.9M reactions from USPTO patents (1976-2016). The task is: Predict the product of the given reaction. (1) The product is: [Br:1][C:2]1[C:7]([C:8]([F:10])([F:11])[F:9])=[CH:6][C:5]([NH2:12])=[C:4]([N+:16]([O-:18])=[O:17])[CH:3]=1. Given the reactants [Br:1][C:2]1[C:7]([C:8]([F:11])([F:10])[F:9])=[CH:6][C:5]([NH:12]C(=O)C)=[C:4]([N+:16]([O-:18])=[O:17])[CH:3]=1.[OH-].[Na+], predict the reaction product. (2) Given the reactants CS(O[CH:6]([CH:8]1[CH2:13][CH2:12][N:11]([C:14]([O:16][C:17]([CH3:20])([CH3:19])[CH3:18])=[O:15])[CH2:10][CH2:9]1)[CH3:7])(=O)=O.[C:21]([O-:24])(=[S:23])[CH3:22].[K+].CS(C)=O, predict the reaction product. The product is: [C:21]([S:23][CH:6]([CH:8]1[CH2:9][CH2:10][N:11]([C:14]([O:16][C:17]([CH3:18])([CH3:19])[CH3:20])=[O:15])[CH2:12][CH2:13]1)[CH3:7])(=[O:24])[CH3:22]. (3) Given the reactants [CH3:1][O:2][C:3]1[CH:4]=[CH:5][C:6]2[C:10]([O:11][C:12]3[CH:17]=[CH:16][C:15](/[CH:18]=[CH:19]/[C:20]([O:22][CH3:23])=[O:21])=[CH:14][CH:13]=3)=[CH:9][S:8][C:7]=2[CH:24]=1.Br[C:26]1[CH:31]=[CH:30][CH:29]=[CH:28][C:27]=1[C@H:32]([OH:34])[CH3:33].CC(C)(C)C(O)=O.C(=O)([O-])[O-].[K+].[K+], predict the reaction product. The product is: [OH:34][C@@H:32]([C:27]1[CH:28]=[CH:29][CH:30]=[CH:31][C:26]=1[C:9]1[S:8][C:7]2[CH:24]=[C:3]([O:2][CH3:1])[CH:4]=[CH:5][C:6]=2[C:10]=1[O:11][C:12]1[CH:17]=[CH:16][C:15](/[CH:18]=[CH:19]/[C:20]([O:22][CH3:23])=[O:21])=[CH:14][CH:13]=1)[CH3:33]. (4) Given the reactants C([N:8]1[CH2:12][C@H:11]([C:13]2[CH:18]=[CH:17][C:16]([F:19])=[C:15]([Cl:20])[CH:14]=2)[C@@H:10]([C@@H:21]([O:23][C:24]2[CH:31]=[CH:30][C:27]([C:28]#[N:29])=[CH:26][N:25]=2)[CH3:22])[CH2:9]1)C1C=CC=CC=1.ClC(OC(Cl)C)=O.CCN(C(C)C)C(C)C, predict the reaction product. The product is: [Cl:20][C:15]1[CH:14]=[C:13]([C@H:11]2[CH2:12][NH:8][CH2:9][C@@H:10]2[C@@H:21]([O:23][C:24]2[CH:31]=[CH:30][C:27]([C:28]#[N:29])=[CH:26][N:25]=2)[CH3:22])[CH:18]=[CH:17][C:16]=1[F:19]. (5) Given the reactants [OH:1][CH2:2][CH2:3][CH2:4][N:5]1[CH2:9][CH2:8][CH2:7][CH2:6]1.[H-].[Na+].S(O[CH2:17][CH2:18][CH2:19][C:20]1[CH:25]=[CH:24][C:23]([O:26][CH3:27])=[C:22]([O:28][CH3:29])[CH:21]=1)(=O)(=O)C.C1OCCOCCOCCOCCOC1, predict the reaction product. The product is: [CH3:29][O:28][C:22]1[CH:21]=[C:20]([CH2:19][CH2:18][CH2:17][O:1][CH2:2][CH2:3][CH2:4][N:5]2[CH2:9][CH2:8][CH2:7][CH2:6]2)[CH:25]=[CH:24][C:23]=1[O:26][CH3:27]. (6) Given the reactants [Br:1][C:2]1[C:14]2[NH:13][C:12]3[C:7](=[CH:8][CH:9]=[CH:10][CH:11]=3)[C:6]=2[C:5]([O:15][CH2:16][C@@H:17]2[CH2:19][O:18]2)=[CH:4][CH:3]=1.[NH2:20][CH2:21][CH:22]1[CH2:27][CH2:26][N:25]([CH2:28][CH2:29][C:30]([F:33])([F:32])[F:31])[CH2:24][CH2:23]1, predict the reaction product. The product is: [Br:1][C:2]1[C:14]2[NH:13][C:12]3[C:7](=[CH:8][CH:9]=[CH:10][CH:11]=3)[C:6]=2[C:5]([O:15][CH2:16][C@@H:17]([OH:18])[CH2:19][NH:20][CH2:21][CH:22]2[CH2:27][CH2:26][N:25]([CH2:28][CH2:29][C:30]([F:33])([F:31])[F:32])[CH2:24][CH2:23]2)=[CH:4][CH:3]=1.